From a dataset of Forward reaction prediction with 1.9M reactions from USPTO patents (1976-2016). Predict the product of the given reaction. (1) Given the reactants [CH3:1][O:2][C:3](=[O:29])[NH:4][C@H:5]1[CH2:10][CH2:9][N:8]([C:11]2[CH:16]=[C:15]([C:17]#[N:18])[CH:14]=[C:13]([NH2:19])[C:12]=2[Cl:20])[CH2:7][C@@H:6]1[O:21][Si:22]([C:25]([CH3:28])([CH3:27])[CH3:26])([CH3:24])[CH3:23].[O:30]([C:38]([O:40]C(C)(C)C)=[O:39])[C:31]([O:33]C(C)(C)C)=[O:32].CCN([CH:51]([CH3:53])[CH3:52])C(C)C.C(O)(=O)[CH2:55][C:56]([CH2:61]C(O)=O)([C:58](O)=O)O.O1CCC[CH2:68]1, predict the reaction product. The product is: [C:31]1([O:30][C:38](=[O:39])[O:40][N:19]([C:13]2[C:14]([C:56]([CH3:61])([CH3:58])[CH3:55])=[C:15]([C:17]#[N:18])[C:16]([C:51]([CH3:52])([CH3:53])[CH3:68])=[C:11]([N:8]3[CH2:9][CH2:10][C@H:5]([NH:4][C:3]([O:2][CH3:1])=[O:29])[C@@H:6]([O:21][Si:22]([C:25]([CH3:26])([CH3:28])[CH3:27])([CH3:23])[CH3:24])[CH2:7]3)[C:12]=2[Cl:20])[O:33]1)=[O:32]. (2) Given the reactants Br.Br[CH2:3][C:4]1[N:5]=[C:6]2[C:11](=[N:12][CH:13]=1)[N:10]=[C:9]([NH2:14])[N:8]=[C:7]2[NH2:15].[NH2:16][CH2:17][C:18]1[C:27]2[C:22](=[CH:23][CH:24]=[CH:25][CH:26]=2)[CH:21]=[CH:20][CH:19]=1.C(=O)(O)[O-], predict the reaction product. The product is: [NH2:14][C:9]1[N:8]=[C:7]([NH2:15])[C:6]2[C:11](=[N:12][CH:13]=[C:4]([CH2:3][C:17]([CH2:3][C:4]3[N:5]=[C:6]4[C:11](=[N:12][CH:13]=3)[N:10]=[C:9]([NH2:14])[N:8]=[C:7]4[NH2:15])([NH2:16])[C:18]3[C:27]4[C:22](=[CH:23][CH:24]=[CH:25][CH:26]=4)[CH:21]=[CH:20][CH:19]=3)[N:5]=2)[N:10]=1. (3) Given the reactants [CH3:1][O:2][C:3]1[CH:19]=[C:18]([N+:20]([O-])=O)[CH:17]=[CH:16][C:4]=1[O:5][CH2:6][CH2:7][N:8]1[CH:13]([CH3:14])[CH2:12][CH2:11][CH2:10][CH:9]1[CH3:15], predict the reaction product. The product is: [CH3:15][CH:9]1[CH2:10][CH2:11][CH2:12][CH:13]([CH3:14])[N:8]1[CH2:7][CH2:6][O:5][C:4]1[CH:16]=[CH:17][C:18]([NH2:20])=[CH:19][C:3]=1[O:2][CH3:1]. (4) Given the reactants S(=O)(=O)(O)O.[Cl:6][C:7]1[CH:8]=[C:9]([CH:13](O)[CH2:14][CH2:15][N:16]([CH3:18])[CH3:17])[CH:10]=[CH:11][CH:12]=1.[OH2:20].[OH-].[Na+].[C:23](#[N:25])[CH3:24], predict the reaction product. The product is: [Cl:6][C:7]1[CH:8]=[C:9]([CH:13]([NH:25][C:23](=[O:20])[CH3:24])[CH2:14][CH2:15][N:16]([CH3:18])[CH3:17])[CH:10]=[CH:11][CH:12]=1. (5) Given the reactants [CH3:1][C:2]1[CH:7]=[C:6]([CH3:8])[CH:5]=[CH:4][C:3]=1[N:9]1[CH2:14][CH2:13][N:12]([C:15]([C:17]2[CH:22]=[CH:21][C:20]([N:23]3[CH2:27][CH:26]([CH2:28][N:29]4[CH2:33][CH2:32][CH2:31][CH2:30]4)[CH2:25][C:24]3=[O:34])=[CH:19][CH:18]=2)=[O:16])[CH2:11][CH2:10]1.[ClH:35].C(OCC)(=O)C, predict the reaction product. The product is: [ClH:35].[CH3:1][C:2]1[CH:7]=[C:6]([CH3:8])[CH:5]=[CH:4][C:3]=1[N:9]1[CH2:14][CH2:13][N:12]([C:15]([C:17]2[CH:18]=[CH:19][C:20]([N:23]3[CH2:27][CH:26]([CH2:28][N:29]4[CH2:30][CH2:31][CH2:32][CH2:33]4)[CH2:25][C:24]3=[O:34])=[CH:21][CH:22]=2)=[O:16])[CH2:11][CH2:10]1. (6) Given the reactants [Cl:1][C:2]1[CH:3]=[C:4]([NH:9][C:10]2[C:11]3[CH:18]=[C:17]([C:19]4[CH:24]=[CH:23][C:22]([CH2:25]Cl)=[CH:21][CH:20]=4)[NH:16][C:12]=3[N:13]=[CH:14][N:15]=2)[CH:5]=[CH:6][C:7]=1[F:8].[CH3:27][NH:28][CH3:29], predict the reaction product. The product is: [NH3:9].[Cl:1][C:2]1[CH:3]=[C:4]([NH:9][C:10]2[C:11]3[CH:18]=[C:17]([C:19]4[CH:24]=[CH:23][C:22]([CH2:25][N:28]([CH3:29])[CH3:27])=[CH:21][CH:20]=4)[NH:16][C:12]=3[N:13]=[CH:14][N:15]=2)[CH:5]=[CH:6][C:7]=1[F:8]. (7) Given the reactants BrBr.[CH3:3][NH:4][C:5](=[S:16])[NH:6][C:7]1[CH:8]=[C:9]([CH:13]=[CH:14][CH:15]=1)[C:10]([OH:12])=[O:11], predict the reaction product. The product is: [CH3:3][NH:4][C:5]1[S:16][C:8]2[C:9]([C:10]([OH:12])=[O:11])=[CH:13][CH:14]=[CH:15][C:7]=2[N:6]=1. (8) Given the reactants [CH2:1]([O:8][CH2:9][CH2:10][CH2:11][C@H:12]([C:21]1[O:25][N:24]=[C:23]([CH2:26][OH:27])[CH:22]=1)[CH2:13][C:14]([O:16][C:17]([CH3:20])([CH3:19])[CH3:18])=[O:15])[C:2]1[CH:7]=[CH:6][CH:5]=[CH:4][CH:3]=1.[I:28]N1C(=O)CCC1=O.[N+]([O-])([O-])=O.[Ce+4].[NH4+].[N+]([O-])([O-])=O.[N+]([O-])([O-])=O.[N+]([O-])([O-])=O.[N+]([O-])([O-])=O.S([O-])([O-])=O.[Na+].[Na+], predict the reaction product. The product is: [CH2:1]([O:8][CH2:9][CH2:10][CH2:11][C@H:12]([C:21]1[O:25][N:24]=[C:23]([CH2:26][OH:27])[C:22]=1[I:28])[CH2:13][C:14]([O:16][C:17]([CH3:19])([CH3:18])[CH3:20])=[O:15])[C:2]1[CH:7]=[CH:6][CH:5]=[CH:4][CH:3]=1.